This data is from Full USPTO retrosynthesis dataset with 1.9M reactions from patents (1976-2016). The task is: Predict the reactants needed to synthesize the given product. Given the product [Cl:24][C:21]1[O:20][C:19]([CH2:18][NH:17][CH2:16][CH2:15][S:12]([C:3]2[CH:4]=[CH:5][C:6]3[C:11](=[CH:10][CH:9]=[CH:8][CH:7]=3)[C:2]=2[Cl:1])(=[O:14])=[O:13])=[CH:23][CH:22]=1, predict the reactants needed to synthesize it. The reactants are: [Cl:1][C:2]1[C:11]2[C:6](=[CH:7][CH:8]=[CH:9][CH:10]=2)[CH:5]=[CH:4][C:3]=1[S:12]([CH2:15][CH2:16][NH:17][CH2:18][C:19]1[O:20][CH:21]=[CH:22][CH:23]=1)(=[O:14])=[O:13].[Cl:24]C1OC(CNCCSC2C=CC3C(=CC=CC=3)C=2Cl)=CC=1.